Dataset: Full USPTO retrosynthesis dataset with 1.9M reactions from patents (1976-2016). Task: Predict the reactants needed to synthesize the given product. (1) The reactants are: [NH:1]1[CH2:5][CH2:4][C@H:3]([NH:6][C:7](=[O:13])[O:8][C:9]([CH3:12])([CH3:11])[CH3:10])[CH2:2]1.Cl[C:15]1[C:16]2[N:17]([CH:21]=[CH:22][N:23]=2)[CH:18]=[CH:19][N:20]=1. Given the product [C:9]([O:8][C:7](=[O:13])[NH:6][C@H:3]1[CH2:4][CH2:5][N:1]([C:15]2[C:16]3[N:17]([CH:21]=[CH:22][N:23]=3)[CH:18]=[CH:19][N:20]=2)[CH2:2]1)([CH3:10])([CH3:12])[CH3:11], predict the reactants needed to synthesize it. (2) Given the product [F:12][C:9]([F:10])([F:11])[C:7]1[CH:6]=[C:5]([C@H:13]2[O:17][C:16](=[O:18])[N:15]([CH2:19][C:20]3[CH:25]=[C:24]([C:26]([F:28])([F:29])[F:27])[CH:23]=[CH:22][C:21]=3[C:30]3[S:31][CH:32]=[C:33]([C:35]([CH3:37])=[CH2:36])[N:34]=3)[C@H:14]2[CH3:39])[CH:4]=[C:3]([C:2]([F:41])([F:40])[F:1])[CH:8]=1, predict the reactants needed to synthesize it. The reactants are: [F:1][C:2]([F:41])([F:40])[C:3]1[CH:4]=[C:5]([C@H:13]2[O:17][C:16](=[O:18])[N:15]([CH2:19][C:20]3[CH:25]=[C:24]([C:26]([F:29])([F:28])[F:27])[CH:23]=[CH:22][C:21]=3[C:30]3[S:31][CH:32]=[C:33]([C:35](O)([CH3:37])[CH3:36])[N:34]=3)[C@H:14]2[CH3:39])[CH:6]=[C:7]([C:9]([F:12])([F:11])[F:10])[CH:8]=1.O.C1(C)C=CC(S(O)(=O)=O)=CC=1. (3) Given the product [Cl:21][C:18]1[CH:19]=[CH:20][C:15]([C:11]2([OH:14])[CH2:12][CH2:13][NH:8][CH2:9][C:10]2([CH3:22])[CH3:23])=[CH:16][CH:17]=1, predict the reactants needed to synthesize it. The reactants are: C(OC([N:8]1[CH2:13][CH2:12][C:11]([C:15]2[CH:20]=[CH:19][C:18]([Cl:21])=[CH:17][CH:16]=2)([OH:14])[C:10]([CH3:23])([CH3:22])[CH2:9]1)=O)(C)(C)C.FC(F)(F)C(O)=O. (4) Given the product [CH3:36][O:37][C:26]1[CH:31]=[CH:30][C:29]([C:4]([C:6]2[CH:7]=[C:8]3[C:13](=[CH:14][CH:15]=2)[N:12]=[CH:11][CH:10]=[C:9]3/[CH:16]=[CH:17]/[C:18]2[CH:23]=[CH:22][CH:21]=[CH:20][CH:19]=2)=[O:5])=[CH:28][CH:27]=1, predict the reactants needed to synthesize it. The reactants are: CON(C)[C:4]([C:6]1[CH:7]=[C:8]2[C:13](=[CH:14][CH:15]=1)[N:12]=[CH:11][CH:10]=[C:9]2/[CH:16]=[CH:17]/[C:18]1[CH:23]=[CH:22][CH:21]=[CH:20][CH:19]=1)=[O:5].Cl[C:26]1[CH:31]=[CH:30][C:29]([Mg]Br)=[CH:28][CH:27]=1.C1C[O:37][CH2:36]C1. (5) Given the product [Cl:1][C:2]1[CH:26]=[CH:25][C:5]([CH2:6][N:7]2[C:15]3[C:10](=[CH:11][C:12]([CH:16]=[C:17]4[S:21][C:20]([N:32]([CH3:31])[CH:33]5[CH2:37][CH2:36][N:35]([CH3:38])[CH2:34]5)=[N:19][C:18]4=[O:24])=[CH:13][CH:14]=3)[CH:9]=[N:8]2)=[C:4]([C:27]([F:28])([F:30])[F:29])[CH:3]=1, predict the reactants needed to synthesize it. The reactants are: [Cl:1][C:2]1[CH:26]=[CH:25][C:5]([CH2:6][N:7]2[C:15]3[C:10](=[CH:11][C:12]([CH:16]=[C:17]4[S:21][CH:20](SC)[NH:19][C:18]4=[O:24])=[CH:13][CH:14]=3)[CH:9]=[N:8]2)=[C:4]([C:27]([F:30])([F:29])[F:28])[CH:3]=1.[CH3:31][NH:32][CH:33]1[CH2:37][CH2:36][N:35]([CH3:38])[CH2:34]1.